Dataset: Catalyst prediction with 721,799 reactions and 888 catalyst types from USPTO. Task: Predict which catalyst facilitates the given reaction. Reactant: [SH:1][C:2]1[CH:3]=[C:4]([C:8](=[O:10])[CH3:9])[CH:5]=[CH:6][CH:7]=1.[C:11](=O)([O-])[O-].[K+].[K+].IC.O. Product: [CH3:11][S:1][C:2]1[CH:3]=[C:4]([C:8](=[O:10])[CH3:9])[CH:5]=[CH:6][CH:7]=1. The catalyst class is: 9.